From a dataset of Full USPTO retrosynthesis dataset with 1.9M reactions from patents (1976-2016). Predict the reactants needed to synthesize the given product. Given the product [Cl:1][C:2]1[C:10]([Cl:11])=[C:9]2[C:5]([CH2:6][CH:7]([CH2:12][CH2:13][CH3:14])[C:8]2=[O:42])=[CH:4][C:3]=1[O:15][CH2:16][C:18]1[CH:25]=[CH:24][C:21]([C:22]2[N:30]=[N:31][NH:32][N:23]=2)=[CH:20][CH:19]=1, predict the reactants needed to synthesize it. The reactants are: [Cl:1][C:2]1[C:10]([Cl:11])=[C:9]2[C:5]([CH2:6][CH:7]([CH2:12][CH2:13][CH3:14])[CH2:8]2)=[CH:4][C:3]=1[O:15][C:16]([C:18]1[CH:25]=[CH:24][C:21]([C:22]#[N:23])=[CH:20][CH:19]=1)=O.C[Si]([N:30]=[N+:31]=[N-:32])(C)C.C([Sn](=[O:42])CCCC)CCC.